Regression. Given a peptide amino acid sequence and an MHC pseudo amino acid sequence, predict their binding affinity value. This is MHC class I binding data. From a dataset of Peptide-MHC class I binding affinity with 185,985 pairs from IEDB/IMGT. (1) The peptide sequence is VISKIYTLIY. The MHC is HLA-A33:01 with pseudo-sequence HLA-A33:01. The binding affinity (normalized) is 0.287. (2) The peptide sequence is SLENLDPDNK. The MHC is HLA-A03:01 with pseudo-sequence HLA-A03:01. The binding affinity (normalized) is 0.263. (3) The peptide sequence is AIKPITDQF. The MHC is HLA-B58:01 with pseudo-sequence HLA-B58:01. The binding affinity (normalized) is 0.149. (4) The peptide sequence is RYDYANLCQ. The MHC is HLA-A31:01 with pseudo-sequence HLA-A31:01. The binding affinity (normalized) is 0.0847. (5) The MHC is HLA-B83:01 with pseudo-sequence HLA-B83:01. The binding affinity (normalized) is 0.350. The peptide sequence is STMPLVMAW.